From a dataset of Forward reaction prediction with 1.9M reactions from USPTO patents (1976-2016). Predict the product of the given reaction. (1) Given the reactants [CH2:1]([O:3][C:4]([CH2:6][C@H:7]1[CH2:12][CH2:11][C@H:10]([C:13](O)=[O:14])[CH2:9][CH2:8]1)=[O:5])[CH3:2], predict the reaction product. The product is: [CH2:1]([O:3][C:4](=[O:5])[CH2:6][C@H:7]1[CH2:12][CH2:11][C@H:10]([CH2:13][OH:14])[CH2:9][CH2:8]1)[CH3:2]. (2) Given the reactants ClC(OCC(C)C)=O.[CH2:9]([C@H:16]([C:43]([NH:45][C@H:46]1[CH2:52][CH2:51][S:50][C@H:49]2[CH2:53][CH2:54][CH2:55][C@@H:56]([C:57]([O:59][CH3:60])=[O:58])[N:48]2[C:47]1=[O:61])=O)[CH2:17][CH2:18][C@@H:19]([C:24](=[O:42])[NH:25][C@H:26]1[CH2:32][CH2:31][S:30][C@H:29]2[CH2:33][CH2:34][CH2:35][C@@H:36]([C:37]([O:39][CH3:40])=[O:38])[N:28]2[C:27]1=[O:41])[CH2:20][C:21](O)=[O:22])[C:10]1[CH:15]=[CH:14][CH:13]=[CH:12][CH:11]=1.CN1CCOCC1.[NH4+:69].[OH-:70], predict the reaction product. The product is: [NH2:69][C:21](=[O:22])[CH2:20][C@H:19]([C:24](=[O:42])[NH:25][C@H:26]1[CH2:32][CH2:31][S:30][C@H:29]2[CH2:33][CH2:34][CH2:35][C@@H:36]([C:37]([O:39][CH3:40])=[O:38])[N:28]2[C:27]1=[O:41])[CH2:18][CH2:17][C@H:16]([CH2:9][C:10]1[CH:11]=[CH:12][CH:13]=[CH:14][CH:15]=1)[C:43]([NH:45][C@H:46]1[CH2:52][CH2:51][S:50][C@H:49]2[CH2:53][CH2:54][CH2:55][C@@H:56]([C:57]([O:59][CH3:60])=[O:58])[N:48]2[C:47]1=[O:61])=[O:70]. (3) Given the reactants [Br:1]Br.[CH2:3]([O:10][CH2:11][CH2:12][C:13]1[C:14]([Cl:20])=[N:15][CH:16]=[N:17][C:18]=1[CH3:19])[C:4]1[CH:9]=[CH:8][CH:7]=[CH:6][CH:5]=1.[CH3:21][C:22]([OH:24])=[O:23], predict the reaction product. The product is: [CH2:3]([O:10][CH2:11][CH2:12][C:13]1[C:18]([CH2:19][Br:1])=[N:17][CH:16]=[N:15][C:14]=1[Cl:20])[C:4]1[CH:5]=[CH:6][CH:7]=[CH:8][CH:9]=1.[Br:1][CH2:19][C:18]1[C:13]([CH2:12][CH2:11][O:23][C:22](=[O:24])[CH3:21])=[C:14]([Cl:20])[N:15]=[CH:16][N:17]=1. (4) Given the reactants [C:1]([O:7][CH2:8][CH3:9])(=[O:6])[CH2:2][C:3]([CH3:5])=[O:4], predict the reaction product. The product is: [OH:4][C@H:3]([CH3:5])[CH2:2][C:1]([O:7][CH2:8][CH3:9])=[O:6]. (5) Given the reactants CSC1C=C([CH:9]([CH:18]2[CH2:23][CH2:22][O:21][CH2:20][CH2:19]2)[N:10]2[CH:14]=[C:13]([N+:15]([O-:17])=[O:16])[CH:12]=[N:11]2)C=CC=1.[Cl:24][C:25]1[CH:30]=[C:29]([Li])[CH:28]=[CH:27][N:26]=1.BrC1C=CN=C(Cl)C=1.[Li]CCCC, predict the reaction product. The product is: [Cl:24][C:25]1[CH:30]=[C:29]([CH:9]([N:10]2[CH:14]=[C:13]([N+:15]([O-:17])=[O:16])[CH:12]=[N:11]2)[CH:18]2[CH2:19][CH2:20][O:21][CH2:22][CH2:23]2)[CH:28]=[CH:27][N:26]=1. (6) Given the reactants N#N.Cl.Cl.[NH2:5][C@@H:6]([C:16]1[NH:20][C:19]2[CH:21]=[C:22]([C:25]#[N:26])[CH:23]=[CH:24][C:18]=2[N:17]=1)[CH2:7][C:8]1[CH:13]=[CH:12][C:11]([O:14][CH3:15])=[CH:10][CH:9]=1.[OH-].[Na+], predict the reaction product. The product is: [NH2:5][C@@H:6]([C:16]1[NH:20][C:19]2[CH:21]=[C:22]([C:25]#[N:26])[CH:23]=[CH:24][C:18]=2[N:17]=1)[CH2:7][C:8]1[CH:13]=[CH:12][C:11]([O:14][CH3:15])=[CH:10][CH:9]=1.